Dataset: Peptide-MHC class I binding affinity with 185,985 pairs from IEDB/IMGT. Task: Regression. Given a peptide amino acid sequence and an MHC pseudo amino acid sequence, predict their binding affinity value. This is MHC class I binding data. The peptide sequence is YTVKYPNL. The MHC is H-2-Ld with pseudo-sequence H-2-Ld. The binding affinity (normalized) is 0.249.